Dataset: Catalyst prediction with 721,799 reactions and 888 catalyst types from USPTO. Task: Predict which catalyst facilitates the given reaction. Reactant: [Cl:1][CH2:2][CH2:3][CH2:4][N:5]1[C:9]2[CH:10]=[CH:11][CH:12]=[CH:13][C:8]=2[NH:7][C:6]1=[O:14].C=O.[C:17]([O-])(=[O:19])C.[Na+]. Product: [Cl:1][CH2:2][CH2:3][CH2:4][N:5]1[C:9]2[CH:10]=[CH:11][CH:12]=[CH:13][C:8]=2[N:7]([CH2:17][OH:19])[C:6]1=[O:14]. The catalyst class is: 15.